From a dataset of Reaction yield outcomes from USPTO patents with 853,638 reactions. Predict the reaction yield, written as a fraction of the theoretical maximum amount of product (1.0 means a 100% yield; for example, 0.34 means a 34% yield). (1) The reactants are [Cl:1][C:2]1[N:7]=[C:6]2[S:8][C:9]([C:11]([OH:13])=O)=[CH:10][C:5]2=[N:4][CH:3]=1.S(Cl)([Cl:16])=O. No catalyst specified. The product is [Cl:1][C:2]1[N:7]=[C:6]2[S:8][C:9]([C:11]([Cl:16])=[O:13])=[CH:10][C:5]2=[N:4][CH:3]=1. The yield is 1.00. (2) The reactants are [C:1]([C:4]1[CH:5]=[C:6](B(O)O)[CH:7]=[CH:8][CH:9]=1)(=[O:3])[CH3:2].I[C:14]1[C:22]2[C:17](=[N:18][CH:19]=[N:20][C:21]=2[NH2:23])[N:16]([CH:24]([CH3:26])[CH3:25])[N:15]=1.C([O-])([O-])=O.[Na+].[Na+]. The catalyst is CCO.COCCOC.C1C=CC([P]([Pd]([P](C2C=CC=CC=2)(C2C=CC=CC=2)C2C=CC=CC=2)([P](C2C=CC=CC=2)(C2C=CC=CC=2)C2C=CC=CC=2)[P](C2C=CC=CC=2)(C2C=CC=CC=2)C2C=CC=CC=2)(C2C=CC=CC=2)C2C=CC=CC=2)=CC=1. The product is [NH2:23][C:21]1[N:20]=[CH:19][N:18]=[C:17]2[N:16]([CH:24]([CH3:26])[CH3:25])[N:15]=[C:14]([C:6]3[CH:5]=[C:4]([C:1](=[O:3])[CH3:2])[CH:9]=[CH:8][CH:7]=3)[C:22]=12. The yield is 0.180. (3) The reactants are [C:1]([CH:9]1[CH2:18][C:17]2[C:12](=[CH:13][C:14]([F:19])=[CH:15][CH:16]=2)[CH2:11][N:10]1[C:20](OC)=O)(=O)[C:2]1[CH:7]=[CH:6][CH:5]=[CH:4][CH:3]=1.Cl.[OH-].[Na+].Cl.C(OCC)(=O)C.[C:34]([N:41]([CH2:45][C:46]1[CH:51]=[CH:50][CH:49]=[CH:48][CH:47]=1)CCO)(OC(C)(C)C)=O.C(O[BH-](OC(=O)C)OC(=O)C)(=O)C.[Na+].C(=O)(O)[O-].[Na+]. The catalyst is C(O)C.C1(C)C=CC=CC=1.[Pd].C(O)(=O)C.O. The product is [CH2:45]([NH:41][CH2:34][CH2:20][N:10]1[CH:9]([CH2:1][C:2]2[CH:7]=[CH:6][CH:5]=[CH:4][CH:3]=2)[CH2:18][C:17]2[C:12](=[CH:13][C:14]([F:19])=[CH:15][CH:16]=2)[CH2:11]1)[C:46]1[CH:51]=[CH:50][CH:49]=[CH:48][CH:47]=1. The yield is 0.410. (4) The reactants are [Br:1][C:2]1[CH:10]=[CH:9][C:5]([C:6]([OH:8])=[O:7])=[C:4]([CH2:11][CH3:12])[CH:3]=1.O=S(Cl)Cl.[CH3:17]O. No catalyst specified. The product is [Br:1][C:2]1[CH:10]=[CH:9][C:5]([C:6]([O:8][CH3:17])=[O:7])=[C:4]([CH2:11][CH3:12])[CH:3]=1. The yield is 0.870. (5) The reactants are C(O[CH:5]([O:9][C:10](=[O:12])[CH3:11])[C:6]([CH3:8])=[CH2:7])(=O)C.[CH3:13][O:14][C:15]1[CH:22]=[CH:21][C:18]([O:19][CH3:20])=[CH:17][CH:16]=1. The catalyst is C(OCC)(=O)C. The product is [C:10]([O:9][CH:5]=[C:6]([CH3:7])[CH2:8][C:21]1[CH:22]=[C:15]([O:14][CH3:13])[CH:16]=[CH:17][C:18]=1[O:19][CH3:20])(=[O:12])[CH3:11]. The yield is 0.774. (6) The reactants are [CH2:1]([O:3][C:4]([C:6]1[C:7](Cl)=[N:8][C:9]([S:12][CH3:13])=[N:10][CH:11]=1)=[O:5])[CH3:2].[CH2:15]([NH2:18])[CH2:16][CH3:17]. No catalyst specified. The product is [CH2:1]([O:3][C:4]([C:6]1[C:7]([NH:18][CH2:15][CH2:16][CH3:17])=[N:8][C:9]([S:12][CH3:13])=[N:10][CH:11]=1)=[O:5])[CH3:2]. The yield is 0.890. (7) The reactants are [Cl:1][C:2]1[CH:3]=[C:4]([NH:16][C:17]2[C:26]3[C:21](=[CH:22][C:23]([O:38][CH2:39][CH3:40])=[C:24]([NH:27][C:28](=[O:37])/[CH:29]=[CH:30]/[C@H:31]4[CH2:35][CH2:34][CH2:33][N:32]4[CH3:36])[CH:25]=3)[N:20]=[CH:19][C:18]=2[C:41]#[N:42])[CH:5]=[CH:6][C:7]=1[O:8][CH2:9][C:10]1[CH:15]=[CH:14][CH:13]=[CH:12][N:11]=1.[C:43]([OH:50])(=[O:49])/[CH:44]=[CH:45]\[C:46]([OH:48])=[O:47].C(OCC)C. The catalyst is C(O)C. The product is [C:43]([OH:50])(=[O:49])/[CH:44]=[CH:45]\[C:46]([OH:48])=[O:47].[C:43]([OH:50])(=[O:49])/[CH:44]=[CH:45]\[C:46]([OH:48])=[O:47].[Cl:1][C:2]1[CH:3]=[C:4]([NH:16][C:17]2[C:26]3[C:21](=[CH:22][C:23]([O:38][CH2:39][CH3:40])=[C:24]([NH:27][C:28](=[O:37])/[CH:29]=[CH:30]/[C@H:31]4[CH2:35][CH2:34][CH2:33][N:32]4[CH3:36])[CH:25]=3)[N:20]=[CH:19][C:18]=2[C:41]#[N:42])[CH:5]=[CH:6][C:7]=1[O:8][CH2:9][C:10]1[CH:15]=[CH:14][CH:13]=[CH:12][N:11]=1. The yield is 0.786.